Dataset: Full USPTO retrosynthesis dataset with 1.9M reactions from patents (1976-2016). Task: Predict the reactants needed to synthesize the given product. (1) Given the product [CH3:25][O:26][C:27](=[O:39])[CH:28]([NH:31][C:32]([O:34][C:35]([CH3:37])([CH3:36])[CH3:38])=[O:33])[CH2:29][S:30][C:2]1[S:6][C:5]([NH:7][C:8]([NH:10][C:11]2[CH:16]=[CH:15][C:14]([CH3:17])=[CH:13][C:12]=2[C:18]([CH:20]2[CH2:24][CH2:23][CH2:22][CH2:21]2)=[O:19])=[O:9])=[N:4][CH:3]=1, predict the reactants needed to synthesize it. The reactants are: Br[C:2]1[S:6][C:5]([NH:7][C:8]([NH:10][C:11]2[CH:16]=[CH:15][C:14]([CH3:17])=[CH:13][C:12]=2[C:18]([CH:20]2[CH2:24][CH2:23][CH2:22][CH2:21]2)=[O:19])=[O:9])=[N:4][CH:3]=1.[CH3:25][O:26][C:27](=[O:39])[CH:28]([NH:31][C:32]([O:34][C:35]([CH3:38])([CH3:37])[CH3:36])=[O:33])[CH2:29][SH:30]. (2) Given the product [CH3:23][C@@H:17]1[CH2:18][C@H:19]([CH3:22])[CH2:20][CH2:21][C@H:16]1[C:14]([OH:15])=[O:28], predict the reactants needed to synthesize it. The reactants are: C([C@@H]1COC(=O)N1[C:14]([C@@H:16]1[CH2:21][CH2:20][C@@H:19]([CH3:22])[CH2:18][C@H:17]1[CH3:23])=[O:15])C1C=CC=CC=1.OO.[Li+].[OH-].[O-:28]S([O-])=O.[Na+].[Na+]. (3) Given the product [CH2:16]([S:21][C:2]1[CH:9]=[CH:8][C:7]([O:10][CH3:11])=[CH:6][C:3]=1[CH2:4][NH2:5])[CH3:15], predict the reactants needed to synthesize it. The reactants are: F[C:2]1[CH:9]=[CH:8][C:7]([O:10][CH3:11])=[CH:6][C:3]=1[C:4]#[N:5].ClC1C=[CH:15][C:16]([S:21]CC)=C(C=1)C#N. (4) Given the product [CH3:5][O:6][C:7]1[C:8]([O:28][CH3:29])=[CH:9][C:10]2[N:16]([CH3:17])[C:15](=[O:18])[CH2:14][N:13]=[C:12]([C:19]3[CH:20]=[C:21]([CH:24]=[CH:25][CH:26]=3)[C:22]([NH2:23])=[O:1])[C:11]=2[CH:27]=1, predict the reactants needed to synthesize it. The reactants are: [OH:1]O.[OH-].[Na+].[CH3:5][O:6][C:7]1[C:8]([O:28][CH3:29])=[CH:9][C:10]2[N:16]([CH3:17])[C:15](=[O:18])[CH2:14][N:13]=[C:12]([C:19]3[CH:20]=[C:21]([CH:24]=[CH:25][CH:26]=3)[C:22]#[N:23])[C:11]=2[CH:27]=1. (5) The reactants are: Cl[C:2]1[CH:7]=[C:6]([C:8]2[N:12]3[N:13]=[C:14]([NH:17][C@H:18]4[CH2:23][CH2:22][C@H:21]([OH:24])[CH2:20][CH2:19]4)[CH:15]=[CH:16][C:11]3=[N:10][CH:9]=2)[CH:5]=[CH:4][N:3]=1.[CH3:25][O-:26].[Na+]. Given the product [CH3:25][O:26][C:2]1[CH:7]=[C:6]([C:8]2[N:12]3[N:13]=[C:14]([NH:17][C@H:18]4[CH2:23][CH2:22][C@H:21]([OH:24])[CH2:20][CH2:19]4)[CH:15]=[CH:16][C:11]3=[N:10][CH:9]=2)[CH:5]=[CH:4][N:3]=1, predict the reactants needed to synthesize it. (6) Given the product [CH3:29][O:28][C:17]1[CH:18]=[C:19]([C:22]2[CH:23]=[N:24][N:25]([CH3:27])[CH:26]=2)[CH:20]=[CH:21][C:16]=1[C:13]1[S:12][C:11]([N:31]2[CH2:32][C:33]3([CH2:38][CH2:37][CH2:36][NH:35][CH2:34]3)[CH2:30]2)=[N:15][N:14]=1, predict the reactants needed to synthesize it. The reactants are: CCN(C(C)C)C(C)C.Br[C:11]1[S:12][C:13]([C:16]2[CH:21]=[CH:20][C:19]([C:22]3[CH:23]=[N:24][N:25]([CH3:27])[CH:26]=3)=[CH:18][C:17]=2[O:28][CH3:29])=[N:14][N:15]=1.[CH2:30]1[C:33]2([CH2:38][CH2:37][CH2:36][N:35](C(OC(C)(C)C)=O)[CH2:34]2)[CH2:32][NH:31]1.C(O)(C(F)(F)F)=O. (7) Given the product [C:11]([C:13]1([NH:16][C:17]([C@H:19]2[CH2:23][C@H:22]([S:24]([C:27]3[CH:32]=[CH:31][C:30]([C:4]4[CH:5]=[CH:6][N:1]=[C:2]([CH3:10])[CH:3]=4)=[CH:29][C:28]=3[C:34]([F:37])([F:35])[F:36])(=[O:25])=[O:26])[CH2:21][C@@H:20]2[O:38][CH:39]2[CH2:40][CH2:41][S:42](=[O:46])(=[O:45])[CH2:43][CH2:44]2)=[O:18])[CH2:14][CH2:15]1)#[N:12], predict the reactants needed to synthesize it. The reactants are: [N:1]1[CH:6]=[CH:5][C:4](B(O)O)=[CH:3][C:2]=1[CH3:10].[C:11]([C:13]1([NH:16][C:17]([C@H:19]2[CH2:23][C@H:22]([S:24]([C:27]3[CH:32]=[CH:31][C:30](Br)=[CH:29][C:28]=3[C:34]([F:37])([F:36])[F:35])(=[O:26])=[O:25])[CH2:21][C@@H:20]2[O:38][CH:39]2[CH2:44][CH2:43][S:42](=[O:46])(=[O:45])[CH2:41][CH2:40]2)=[O:18])[CH2:15][CH2:14]1)#[N:12].C(C1(NC([C@H]2C[C@H](S(C3C=CC(Br)=CC=3C(F)(F)F)(=O)=O)C[C@@H]2OC)=O)CC1)#N. (8) Given the product [Br:1][C:2]1[CH:11]=[C:10]2[C:5]([CH:6]=[CH:7][C:8]([C:12]([O:14][CH3:15])=[O:13])=[N:9]2)=[CH:4][CH:3]=1, predict the reactants needed to synthesize it. The reactants are: [Br:1][C:2]1[CH:11]=[C:10]2[C:5]([CH:6]=[CH:7][C:8]([C:12]([OH:14])=[O:13])=[N:9]2)=[CH:4][CH:3]=1.[C:15]([O-])([O-])=O.[K+].[K+].CI.O. (9) Given the product [N:8]1([CH2:54][CH2:53][O:52][C:49]2[CH:50]=[CH:51][C:27]([O:26][CH2:19][C:20]3[CH:25]=[CH:24][CH:23]=[CH:22][CH:21]=3)=[C:28]([CH:48]=2)[C:29]([NH:31][C:32]2[CH:41]=[C:40]([C:42]3[CH:47]=[CH:46][CH:45]=[CH:44][CH:43]=3)[CH:39]=[CH:38][C:33]=2[C:34]([O:36][CH3:37])=[O:35])=[O:30])[CH2:11][CH2:10][CH2:9]1, predict the reactants needed to synthesize it. The reactants are: C(=O)([O-])[O-].[K+].[K+].Cl.[NH:8]1[CH2:11][CH2:10][CH2:9]1.CN1CCCC1=O.[CH2:19]([O:26][C:27]1[CH:51]=[CH:50][C:49]([O:52][CH2:53][CH2:54]Br)=[CH:48][C:28]=1[C:29]([NH:31][C:32]1[CH:41]=[C:40]([C:42]2[CH:47]=[CH:46][CH:45]=[CH:44][CH:43]=2)[CH:39]=[CH:38][C:33]=1[C:34]([O:36][CH3:37])=[O:35])=[O:30])[C:20]1[CH:25]=[CH:24][CH:23]=[CH:22][CH:21]=1. (10) The reactants are: [CH:1]1([C:4]2[N:8]=[C:7]([C:9]3[C:10]4[CH2:18][CH2:17][CH:16]([CH2:19][CH3:20])[CH2:15][C:11]=4[S:12][C:13]=3[NH2:14])[O:6][N:5]=2)[CH2:3][CH2:2]1.[C:21]12[C:29](=[O:30])[O:28][C:26](=[O:27])[C:22]=1[CH2:23][CH2:24][CH2:25]2. Given the product [CH:1]1([C:4]2[N:8]=[C:7]([C:9]3[C:10]4[CH2:18][CH2:17][CH:16]([CH2:19][CH3:20])[CH2:15][C:11]=4[S:12][C:13]=3[NH:14][C:29]([C:21]3[CH2:25][CH2:24][CH2:23][C:22]=3[C:26]([OH:28])=[O:27])=[O:30])[O:6][N:5]=2)[CH2:3][CH2:2]1, predict the reactants needed to synthesize it.